Dataset: Full USPTO retrosynthesis dataset with 1.9M reactions from patents (1976-2016). Task: Predict the reactants needed to synthesize the given product. (1) Given the product [CH3:1][O:2][C:3](=[O:18])[CH2:4][CH:5]1[CH2:6][CH2:7][N:8]([C:11]([O:13][C:14]([CH3:16])([CH3:15])[CH3:17])=[O:12])[CH2:9][CH2:10]1, predict the reactants needed to synthesize it. The reactants are: [CH3:1][O:2][C:3](=[O:18])[CH:4]=[C:5]1[CH2:10][CH2:9][N:8]([C:11]([O:13][C:14]([CH3:17])([CH3:16])[CH3:15])=[O:12])[CH2:7][CH2:6]1.O. (2) The reactants are: [N:1]1[NH:2][C:3](=O)[CH:4]=[C:5]2[C:10]=1[C:9]1[CH:11]=[CH:12][CH:13]=[CH:14][C:8]=1[CH2:7][CH2:6]2.O(Cl)[Cl:17].[P+3]. Given the product [Cl:17][C:3]1[N:2]=[N:1][C:10]2[C:9]3[CH:11]=[CH:12][CH:13]=[CH:14][C:8]=3[CH2:7][CH2:6][C:5]=2[CH:4]=1, predict the reactants needed to synthesize it. (3) Given the product [Br:2][C:3]1[CH:4]=[C:5]2[C:6]([C:9](=[O:15])[CH:10]=[CH:11][O:16]2)=[CH:7][CH:8]=1, predict the reactants needed to synthesize it. The reactants are: Cl.[Br:2][C:3]1[CH:8]=[CH:7][C:6]([C:9](=[O:15])/[CH:10]=[CH:11]/N(C)C)=[C:5]([OH:16])[CH:4]=1. (4) Given the product [CH3:16][N:15]([CH3:17])[C:6]1([C:9]2[CH:10]=[CH:11][CH:12]=[CH:13][CH:14]=2)[CH2:5][CH2:4][CH:3]([CH2:2][NH:1][C:49](=[O:50])[CH2:48][CH2:47][CH2:46][C:40]2[C:39]3[C:43](=[CH:44][CH:45]=[C:37]([F:36])[CH:38]=3)[NH:42][CH:41]=2)[CH2:8][CH2:7]1, predict the reactants needed to synthesize it. The reactants are: [NH2:1][CH2:2][CH:3]1[CH2:8][CH2:7][C:6]([N:15]([CH3:17])[CH3:16])([C:9]2[CH:14]=[CH:13][CH:12]=[CH:11][CH:10]=2)[CH2:5][CH2:4]1.[Cl-].COC1N=C(OC)N=C([N+]2(C)CCOCC2)N=1.[F:36][C:37]1[CH:38]=[C:39]2[C:43](=[CH:44][CH:45]=1)[NH:42][CH:41]=[C:40]2[CH2:46][CH2:47][CH2:48][C:49](O)=[O:50]. (5) Given the product [CH3:15][O:16][C:2]1[C:7]([C:8]([O:10][CH2:11][CH3:12])=[O:9])=[CH:6][N:5]=[C:4]([S:13][CH3:14])[N:3]=1, predict the reactants needed to synthesize it. The reactants are: Cl[C:2]1[C:7]([C:8]([O:10][CH2:11][CH3:12])=[O:9])=[CH:6][N:5]=[C:4]([S:13][CH3:14])[N:3]=1.[CH3:15][O:16][Na]. (6) The reactants are: [CH3:1][O:2][C@@H:3]1[C@@H:7]([O:8][N+:9]([O-:11])=[O:10])[CH2:6][C@H:5]([C:12]([OH:14])=O)[CH2:4]1.[C:15]1([S:21]([NH2:24])(=[O:23])=[O:22])[CH:20]=[CH:19][CH:18]=[CH:17][CH:16]=1.C(N(CC)CC)C.F[P-](F)(F)(F)(F)F.N1(OC(N(C)C)=[N+](C)C)C2N=CC=CC=2N=N1. Given the product [N+:9]([O-:11])([O:8][C@H:7]1[CH2:6][C@H:5]([C:12](=[O:14])[NH:24][S:21]([C:15]2[CH:20]=[CH:19][CH:18]=[CH:17][CH:16]=2)(=[O:23])=[O:22])[CH2:4][C@@H:3]1[O:2][CH3:1])=[O:10], predict the reactants needed to synthesize it. (7) Given the product [S:15]1[CH:19]=[CH:18][CH:17]=[C:16]1[CH2:20][NH:21][C:12]([C:10]1[CH:11]=[C:4]2[CH:3]=[C:2]([Br:1])[CH:7]=[C:6]([Cl:8])[N:5]2[N:9]=1)=[O:14], predict the reactants needed to synthesize it. The reactants are: [Br:1][C:2]1[CH:7]=[C:6]([Cl:8])[N:5]2[N:9]=[C:10]([C:12]([OH:14])=O)[CH:11]=[C:4]2[CH:3]=1.[S:15]1[CH:19]=[CH:18][CH:17]=[C:16]1[CH2:20][NH2:21].C(N(CC)C(C)C)(C)C.C1CN([P+](Br)(N2CCCC2)N2CCCC2)CC1.F[P-](F)(F)(F)(F)F. (8) Given the product [NH:8]1[CH2:7][CH2:6][CH2:5][CH:9]1[CH:10]([N:8]1[C:9]2[C:5](=[CH:4][CH:3]=[C:2]([C:28]3[CH:27]=[N:26][CH:25]=[CH:24][CH:29]=3)[CH:10]=2)[CH:6]=[CH:7]1)[CH3:2], predict the reactants needed to synthesize it. The reactants are: Br[C:2]1[CH:10]=[C:9]2[C:5]([CH:6]=[C:7](C(C3CCCN3)C)[NH:8]2)=[CH:4][CH:3]=1.B1([C:24]2[CH:29]=[CH:28][CH:27]=[N:26][CH:25]=2)OCCCO1.